Regression. Given two drug SMILES strings and cell line genomic features, predict the synergy score measuring deviation from expected non-interaction effect. From a dataset of NCI-60 drug combinations with 297,098 pairs across 59 cell lines. (1) Cell line: CCRF-CEM. Synergy scores: CSS=55.9, Synergy_ZIP=-3.27, Synergy_Bliss=-4.48, Synergy_Loewe=0.534, Synergy_HSA=1.86. Drug 1: CC1C(C(=O)NC(C(=O)N2CCCC2C(=O)N(CC(=O)N(C(C(=O)O1)C(C)C)C)C)C(C)C)NC(=O)C3=C4C(=C(C=C3)C)OC5=C(C(=O)C(=C(C5=N4)C(=O)NC6C(OC(=O)C(N(C(=O)CN(C(=O)C7CCCN7C(=O)C(NC6=O)C(C)C)C)C)C(C)C)C)N)C. Drug 2: C1=NC2=C(N1)C(=S)N=CN2. (2) Drug 1: C1C(C(OC1N2C=NC(=NC2=O)N)CO)O. Drug 2: C(CN)CNCCSP(=O)(O)O. Cell line: SK-MEL-28. Synergy scores: CSS=-2.36, Synergy_ZIP=1.06, Synergy_Bliss=-0.842, Synergy_Loewe=-3.26, Synergy_HSA=-4.69.